From a dataset of Catalyst prediction with 721,799 reactions and 888 catalyst types from USPTO. Predict which catalyst facilitates the given reaction. (1) Reactant: [CH3:1][N:2]1[CH2:7][CH2:6][NH:5][CH2:4][CH2:3]1.[S:8](N)([NH2:11])(=[O:10])=[O:9]. Product: [CH3:1][N:2]1[CH2:7][CH2:6][N:5]([S:8]([NH2:11])(=[O:10])=[O:9])[CH2:4][CH2:3]1. The catalyst class is: 12. (2) Reactant: [CH:1]1([C:4]([NH:6][C:7]2[O:11][C:10]([C@@H:12]([NH:17]C(=O)OC(C)(C)C)[C:13]([CH3:16])([CH3:15])[CH3:14])=[N:9][N:8]=2)=[O:5])[CH2:3][CH2:2]1.[ClH:25]. Product: [ClH:25].[NH2:17][C@H:12]([C:10]1[O:11][C:7]([NH:6][C:4]([CH:1]2[CH2:3][CH2:2]2)=[O:5])=[N:8][N:9]=1)[C:13]([CH3:16])([CH3:15])[CH3:14]. The catalyst class is: 12. (3) Product: [C:11](=[N:10][NH:9][C:5]1[CH:6]=[CH:7][CH:8]=[C:3]([Br:2])[CH:4]=1)([C:12]1[CH:17]=[CH:16][CH:15]=[CH:14][CH:13]=1)[C:19]1[CH:24]=[CH:23][CH:22]=[CH:21][CH:20]=1. The catalyst class is: 8. Reactant: Cl.[Br:2][C:3]1[CH:4]=[C:5]([NH:9][NH2:10])[CH:6]=[CH:7][CH:8]=1.[C:11]([C:19]1[CH:24]=[CH:23][CH:22]=[CH:21][CH:20]=1)(=O)[C:12]1[CH:17]=[CH:16][CH:15]=[CH:14][CH:13]=1.S(=O)(=O)(O)O. (4) Reactant: [CH2:1]([O:8][C:9]([NH:11][C@H:12]([C:24]([OH:26])=O)[CH2:13][CH2:14][CH2:15][NH:16][C:17]([O:19][C:20]([CH3:23])([CH3:22])[CH3:21])=[O:18])=[O:10])[C:2]1[CH:7]=[CH:6][CH:5]=[CH:4][CH:3]=1.[NH2:27][C@H:28]([CH2:40][C:41]([NH:43][CH2:44][CH2:45][NH:46][C:47]([O:49][C:50]([CH3:53])([CH3:52])[CH3:51])=[O:48])=[O:42])[CH2:29][CH2:30][CH2:31][NH:32][C:33](=[O:39])[O:34][C:35]([CH3:38])([CH3:37])[CH3:36].C(Cl)CCl.C1C=CC2N(O)N=NC=2C=1. Product: [C:20]([O:19][C:17]([NH:16][CH2:15][CH2:14][CH2:13][C@H:12]([NH:11][C:9](=[O:10])[O:8][CH2:1][C:2]1[CH:3]=[CH:4][CH:5]=[CH:6][CH:7]=1)[C:24](=[O:26])[NH:27][C@@H:28]([CH2:29][CH2:30][CH2:31][NH:32][C:33]([O:34][C:35]([CH3:38])([CH3:37])[CH3:36])=[O:39])[CH2:40][C:41](=[O:42])[NH:43][CH2:44][CH2:45][NH:46][C:47](=[O:48])[O:49][C:50]([CH3:53])([CH3:51])[CH3:52])=[O:18])([CH3:21])([CH3:22])[CH3:23]. The catalyst class is: 9. (5) Reactant: C(OC([NH:8][C@H:9]([C:28]([NH2:30])=[O:29])[CH2:10][C:11]1[CH:16]=[CH:15][C:14]([C:17]2[CH:18]=[CH:19][C:20]3[O:24][C:23](=[O:25])[N:22]([CH3:26])[C:21]=3[CH:27]=2)=[CH:13][CH:12]=1)=O)(C)(C)C.Cl.O1CCOCC1.O1CCOCC1.Cl. Product: [CH3:26][N:22]1[C:21]2[CH:27]=[C:17]([C:14]3[CH:13]=[CH:12][C:11]([CH2:10][C@@H:9]([C:28]([NH2:30])=[O:29])[NH2:8])=[CH:16][CH:15]=3)[CH:18]=[CH:19][C:20]=2[O:24][C:23]1=[O:25]. The catalyst class is: 34. (6) Product: [Cl:19][CH2:13][C:11]1[CH:10]=[N:9][N:8]([CH2:7][C:6]2[CH:15]=[CH:16][C:3]([O:2][CH3:1])=[CH:4][CH:5]=2)[CH:12]=1. The catalyst class is: 2. Reactant: [CH3:1][O:2][C:3]1[CH:16]=[CH:15][C:6]([CH2:7][N:8]2[CH:12]=[C:11]([CH2:13]O)[CH:10]=[N:9]2)=[CH:5][CH:4]=1.S(Cl)([Cl:19])=O. (7) Reactant: [CH:1]1([CH:7]2[CH2:19][C:18]3[C:17]4[C:12](=[CH:13][CH:14]=[C:15]([C:20]([N:22]5[CH2:27][CH2:26][CH:25]([CH3:28])[CH2:24][CH2:23]5)=[O:21])[CH:16]=4)[NH:11][C:10]=3[CH2:9][CH2:8]2)[CH2:6][CH2:5][CH2:4][CH2:3][CH2:2]1.[H-].[Na+].[CH2:31](I)[CH3:32]. Product: [CH:1]1([CH:7]2[CH2:19][C:18]3[C:17]4[C:12](=[CH:13][CH:14]=[C:15]([C:20]([N:22]5[CH2:27][CH2:26][CH:25]([CH3:28])[CH2:24][CH2:23]5)=[O:21])[CH:16]=4)[N:11]([CH2:31][CH3:32])[C:10]=3[CH2:9][CH2:8]2)[CH2:2][CH2:3][CH2:4][CH2:5][CH2:6]1. The catalyst class is: 1. (8) Reactant: S(Cl)([Cl:3])=O.[Br:5][C:6]1[CH:18]=[CH:17][C:16]2[C:15]3[C:10](=[CH:11][CH:12]=[CH:13][CH:14]=3)[CH:9]([CH:19]3[C:31]4[CH:30]=[C:29]([C:32]([OH:34])=O)[CH:28]=[CH:27][C:26]=4[C:25]4[C:20]3=[CH:21][CH:22]=[CH:23][CH:24]=4)[C:8]=2[CH:7]=1. Product: [Br:5][C:6]1[CH:18]=[CH:17][C:16]2[C:15]3[C:10](=[CH:11][CH:12]=[CH:13][CH:14]=3)[CH:9]([CH:19]3[C:31]4[CH:30]=[C:29]([C:32]([Cl:3])=[O:34])[CH:28]=[CH:27][C:26]=4[C:25]4[C:20]3=[CH:21][CH:22]=[CH:23][CH:24]=4)[C:8]=2[CH:7]=1. The catalyst class is: 3.